Dataset: Catalyst prediction with 721,799 reactions and 888 catalyst types from USPTO. Task: Predict which catalyst facilitates the given reaction. (1) Reactant: [OH-].[Na+].[NH2:3][C:4]1[N:5]=[C:6]([NH2:25])[C:7]2[C:12]([CH2:13][CH2:14][C:15]3[CH:24]=[CH:23][C:18]([C:19]([O:21]C)=[O:20])=[CH:17][CH:16]=3)=[CH:11][O:10][C:8]=2[N:9]=1. Product: [NH2:3][C:4]1[N:5]=[C:6]([NH2:25])[C:7]2[C:12]([CH2:13][CH2:14][C:15]3[CH:24]=[CH:23][C:18]([C:19]([OH:21])=[O:20])=[CH:17][CH:16]=3)=[CH:11][O:10][C:8]=2[N:9]=1. The catalyst class is: 816. (2) Reactant: [CH2:1]([O:4][C:5]1[CH:10]=[CH:9][CH:8]=[CH:7][C:6]=1[CH:11]=[N:12]O)[CH:2]=[CH2:3].Cl. Product: [CH2:1]([O:4][C:5]1[CH:10]=[CH:9][CH:8]=[CH:7][C:6]=1[CH2:11][NH2:12])[CH:2]=[CH2:3]. The catalyst class is: 324. (3) The catalyst class is: 4. Product: [C:22]([C:20]1[O:19][N:18]=[C:17]([NH:16][C:15]([N:11]2[CH2:12][CH2:13][CH2:14][NH:8][CH2:9][CH2:10]2)=[O:26])[CH:21]=1)([CH3:25])([CH3:23])[CH3:24]. Reactant: C(OC([N:8]1[CH2:14][CH2:13][CH2:12][N:11]([C:15](=[O:26])[NH:16][C:17]2[CH:21]=[C:20]([C:22]([CH3:25])([CH3:24])[CH3:23])[O:19][N:18]=2)[CH2:10][CH2:9]1)=O)(C)(C)C.Cl. (4) Reactant: [NH2:1][C@@H:2]([CH2:7][C:8]1[CH:13]=[CH:12][C:11]([O:14][P:15]([OH:18])([OH:17])=[O:16])=[C:10]([OH:19])[CH:9]=1)[C:3]([O:5]C)=[O:4].[OH-].[Na+]. Product: [NH2:1][C@@H:2]([CH2:7][C:8]1[CH:13]=[CH:12][C:11]([O:14][P:15]([OH:18])([OH:17])=[O:16])=[C:10]([OH:19])[CH:9]=1)[C:3]([OH:5])=[O:4]. The catalyst class is: 6. (5) Reactant: [NH:1]([C:3]([C:5]1([CH3:19])[CH2:9][O:8][C:7]([CH3:11])([CH3:10])[N:6]1[C:12]([O:14][C:15]([CH3:18])([CH3:17])[CH3:16])=[O:13])=[O:4])[NH2:2].C(N(CC)CC)C.[F:27][C:28]([F:39])([F:38])[C:29](O[C:29](=O)[C:28]([F:39])([F:38])[F:27])=O. Product: [CH3:10][C:7]1([CH3:11])[N:6]([C:12]([O:14][C:15]([CH3:18])([CH3:17])[CH3:16])=[O:13])[C:5]([CH3:19])([C:3]2[O:4][C:29]([C:28]([F:39])([F:38])[F:27])=[N:2][N:1]=2)[CH2:9][O:8]1. The catalyst class is: 4. (6) Reactant: [Cl:1][C:2]1[C:11]([Cl:12])=[CH:10][CH:9]=[C:8]2[C:3]=1[CH:4]=[C:5]([N:13]=[C:14]=S)[N:6]=[CH:7]2.C(=O)([O-])[O-].[Cs+].[Cs+].Cl.Cl.[NH2:24][CH2:25][C@@:26]1([OH:34])[CH:31]2[CH2:32][CH2:33][N:28]([CH2:29][CH2:30]2)[CH2:27]1.C(N=C=NC(C)C)(C)C. Product: [Cl:1][C:2]1[C:11]([Cl:12])=[CH:10][CH:9]=[C:8]2[C:3]=1[CH:4]=[C:5]([NH:13][C:14]1[O:34][C@:26]3([CH2:25][N:24]=1)[CH:31]1[CH2:32][CH2:33][N:28]([CH2:29][CH2:30]1)[CH2:27]3)[N:6]=[CH:7]2. The catalyst class is: 3. (7) Reactant: Cl.[NH:2]1[CH2:7][CH2:6][CH2:5][C@H:4]([OH:8])[CH2:3]1.C(Cl)Cl.[C:12]1([S:22](Cl)(=[O:24])=[O:23])[C:21]2[C:16](=[CH:17][CH:18]=[CH:19][CH:20]=2)[CH:15]=[CH:14][CH:13]=1. Product: [C:12]1([S:22]([N:2]2[CH2:7][CH2:6][CH2:5][CH:4]([OH:8])[CH2:3]2)(=[O:24])=[O:23])[C:21]2[C:16](=[CH:17][CH:18]=[CH:19][CH:20]=2)[CH:15]=[CH:14][CH:13]=1. The catalyst class is: 611. (8) Reactant: [CH3:1][C:2]1[N:3]=[CH:4][NH:5][CH:6]=1.[H-].[Na+].[CH3:9][Si:10]([CH2:13][CH2:14][O:15][CH2:16]Cl)([CH3:12])[CH3:11]. Product: [CH3:1][C:2]1[N:3]=[CH:4][N:5]([CH2:16][O:15][CH2:14][CH2:13][Si:10]([CH3:12])([CH3:11])[CH3:9])[CH:6]=1. The catalyst class is: 7.